From a dataset of Forward reaction prediction with 1.9M reactions from USPTO patents (1976-2016). Predict the product of the given reaction. (1) Given the reactants [Br:1]Br.[CH3:3][O:4][C:5]([C:7]1[N:8]([CH3:20])[C:9]([C:13]2[CH:18]=[CH:17][C:16]([Cl:19])=[CH:15][CH:14]=2)=[C:10]([CH3:12])[CH:11]=1)=[O:6], predict the reaction product. The product is: [CH3:3][O:4][C:5]([C:7]1[N:8]([CH3:20])[C:9]([C:13]2[CH:18]=[CH:17][C:16]([Cl:19])=[CH:15][CH:14]=2)=[C:10]([CH3:12])[C:11]=1[Br:1])=[O:6]. (2) Given the reactants [CH3:1][N:2]1[CH2:14][CH2:13][C:12]2[C:11]3[C:6](=[CH:7][CH:8]=[C:9]([CH3:15])[CH:10]=3)[NH:5][C:4]=2[CH2:3]1.[H-].[Na+].[CH3:18][C:19]1([C:22]2[CH:27]=[CH:26][N:25]=[CH:24][CH:23]=2)[CH2:21][O:20]1, predict the reaction product. The product is: [CH3:1][N:2]1[CH2:14][CH2:13][C:12]2[C:11]3[C:6](=[CH:7][CH:8]=[C:9]([CH3:15])[CH:10]=3)[N:5]([CH2:18][C:19]([C:22]3[CH:27]=[CH:26][N:25]=[CH:24][CH:23]=3)([OH:20])[CH3:21])[C:4]=2[CH2:3]1. (3) Given the reactants C([O-])([O-])=O.[Na+].[Na+].Br[C:8]1[CH:9]=[N:10][N:11]2[CH:16]=[C:15]([C:17]3[CH:22]=[CH:21][C:20]([O:23][CH2:24][CH2:25][N:26]4[CH2:31][CH2:30][CH2:29][CH2:28][CH2:27]4)=[CH:19][CH:18]=3)[CH:14]=[N:13][C:12]=12.CC1(C)C(C)(C)OB([C:40]2[CH:41]=[C:42]([C:45]([O:47][CH3:48])=[O:46])[S:43][CH:44]=2)O1.B([O-])[O-], predict the reaction product. The product is: [N:26]1([CH2:25][CH2:24][O:23][C:20]2[CH:21]=[CH:22][C:17]([C:15]3[CH:14]=[N:13][C:12]4[N:11]([N:10]=[CH:9][C:8]=4[C:40]4[CH:41]=[C:42]([C:45]([O:47][CH3:48])=[O:46])[S:43][CH:44]=4)[CH:16]=3)=[CH:18][CH:19]=2)[CH2:31][CH2:30][CH2:29][CH2:28][CH2:27]1.